Dataset: Peptide-MHC class I binding affinity with 185,985 pairs from IEDB/IMGT. Task: Regression. Given a peptide amino acid sequence and an MHC pseudo amino acid sequence, predict their binding affinity value. This is MHC class I binding data. (1) The peptide sequence is VEIKTGFKL. The MHC is HLA-A02:12 with pseudo-sequence HLA-A02:12. The binding affinity (normalized) is 0.0847. (2) The peptide sequence is AIFQSSMTK. The MHC is HLA-B40:01 with pseudo-sequence HLA-B40:01. The binding affinity (normalized) is 0. (3) The peptide sequence is RRAARAEYL. The MHC is HLA-A26:01 with pseudo-sequence HLA-A26:01. The binding affinity (normalized) is 0. (4) The peptide sequence is DTIESAKTK. The MHC is HLA-A30:01 with pseudo-sequence HLA-A30:01. The binding affinity (normalized) is 0. (5) The peptide sequence is FVRSSPANF. The MHC is HLA-B48:01 with pseudo-sequence HLA-B48:01. The binding affinity (normalized) is 0.0847.